The task is: Predict the reactants needed to synthesize the given product.. This data is from Full USPTO retrosynthesis dataset with 1.9M reactions from patents (1976-2016). Given the product [CH3:23][N:21]1[CH:22]=[C:18]([C:15]2[CH:16]=[CH:17][C:12]([C:5]3[CH:6]=[N:7][CH:8]=[C:9]4[C:4]=3[N:3]=[C:2]([N:24]3[CH2:28][CH2:27][CH2:26][C:25]3=[O:29])[CH:11]=[CH:10]4)=[CH:13][CH:14]=2)[CH:19]=[N:20]1, predict the reactants needed to synthesize it. The reactants are: Cl[C:2]1[CH:11]=[CH:10][C:9]2[C:4](=[C:5]([C:12]3[CH:17]=[CH:16][C:15]([C:18]4[CH:19]=[N:20][N:21]([CH3:23])[CH:22]=4)=[CH:14][CH:13]=3)[CH:6]=[N:7][CH:8]=2)[N:3]=1.[NH:24]1[CH2:28][CH2:27][CH2:26][C:25]1=[O:29].P([O-])([O-])([O-])=O.[K+].[K+].[K+].CC1(C)C2C(=C(P(C3C=CC=CC=3)C3C=CC=CC=3)C=CC=2)OC2C(P(C3C=CC=CC=3)C3C=CC=CC=3)=CC=CC1=2.